This data is from Peptide-MHC class II binding affinity with 134,281 pairs from IEDB. The task is: Regression. Given a peptide amino acid sequence and an MHC pseudo amino acid sequence, predict their binding affinity value. This is MHC class II binding data. (1) The peptide sequence is GNQEGSLKTALTGAM. The MHC is DRB3_0101 with pseudo-sequence DRB3_0101. The binding affinity (normalized) is 0.499. (2) The peptide sequence is TSVGKGIHTVFGSAF. The MHC is HLA-DQA10201-DQB10303 with pseudo-sequence HLA-DQA10201-DQB10303. The binding affinity (normalized) is 0.456. (3) The peptide sequence is DKYNKQLMVSSCVTS. The MHC is DRB5_0101 with pseudo-sequence DRB5_0101. The binding affinity (normalized) is 0.614. (4) The peptide sequence is RLEDGSPRTGQIFKQ. The MHC is DRB1_0101 with pseudo-sequence DRB1_0101. The binding affinity (normalized) is 0.107. (5) The peptide sequence is RVIRGKKGAGGITIK. The binding affinity (normalized) is 0. The MHC is DRB3_0202 with pseudo-sequence DRB3_0202. (6) The peptide sequence is IPPYCTIAPFGIFGTN. The MHC is DRB4_0101 with pseudo-sequence DRB4_0103. The binding affinity (normalized) is 0.216.